Dataset: Full USPTO retrosynthesis dataset with 1.9M reactions from patents (1976-2016). Task: Predict the reactants needed to synthesize the given product. (1) Given the product [CH3:18][O:19][C:20]1[CH:21]=[C:22]([NH:26][C:27]2[CH:32]=[C:31]([N:33]([CH3:35])[CH3:34])[N:30]=[C:29]([N:36]3[CH2:41][CH2:40][N:39]([C:6]([C:2]4[S:1][CH:5]=[CH:4][CH:3]=4)=[O:8])[CH2:38][CH2:37]3)[N:28]=2)[CH:23]=[CH:24][CH:25]=1, predict the reactants needed to synthesize it. The reactants are: [S:1]1[CH:5]=[CH:4][CH:3]=[C:2]1[C:6]([OH:8])=O.CCN(C(C)C)C(C)C.[CH3:18][O:19][C:20]1[CH:21]=[C:22]([NH:26][C:27]2[CH:32]=[C:31]([N:33]([CH3:35])[CH3:34])[N:30]=[C:29]([N:36]3[CH2:41][CH2:40][NH:39][CH2:38][CH2:37]3)[N:28]=2)[CH:23]=[CH:24][CH:25]=1.C([O-])(O)=O.[Na+]. (2) Given the product [CH2:1]([O:3][C:4](=[O:34])[CH2:5][CH2:6][NH:7][C:8](=[O:33])[C:9]1[CH:14]=[C:13]([C:15]([N:17]2[CH2:21][CH2:20][S:19][C:18]2=[S:22])=[O:16])[C:12]([O:23][CH3:24])=[C:11]([C:25](=[O:26])[NH:27][CH3:28])[CH:10]=1)[CH3:2], predict the reactants needed to synthesize it. The reactants are: [CH2:1]([O:3][C:4](=[O:34])[CH2:5][CH2:6][NH:7][C:8](=[O:33])[C:9]1[CH:14]=[C:13]([C:15]([N:17]2[CH2:21][CH2:20][S:19][C:18]2=[S:22])=[O:16])[C:12]([O:23][CH3:24])=[C:11]([C:25]([N:27]2CCS[C:28]2=S)=[O:26])[CH:10]=1)[CH3:2].CN.C(O)(C)C.CO. (3) Given the product [C:41]([O:45][C:39](=[O:24])[NH:36][C:12]1[N:13]=[C:9]([C:3]2[CH:4]=[CH:5][C:6]([F:8])=[CH:7][C:2]=2[F:1])[S:10][CH:11]=1)([CH3:44])([CH3:43])[CH3:42], predict the reactants needed to synthesize it. The reactants are: [F:1][C:2]1[CH:7]=[C:6]([F:8])[CH:5]=[CH:4][C:3]=1[C:9]1[S:10][CH:11]=[C:12](C(O)=O)[N:13]=1.C1(P(N=[N+]=[N-])(C2C=CC=CC=2)=[O:24])C=CC=CC=1.C([N:36]([CH2:39]C)CC)C.[C:41]([OH:45])([CH3:44])([CH3:43])[CH3:42]. (4) Given the product [CH2:56]([O:55][P:51](/[CH:42]=[CH:1]/[C:3]1[C:4]([O:14][CH2:15][C:16]2[CH:39]=[CH:38][C:19]([O:20][CH2:21][C:22]3[N:23]=[C:24]([C:28]4[O:32][C:31]([C:33]([O:35][CH2:36][CH3:37])=[O:34])=[CH:30][CH:29]=4)[O:25][C:26]=3[CH3:27])=[C:18]([O:40][CH3:41])[CH:17]=2)=[N:5][N:6]([C:8]2[CH:9]=[CH:10][CH:11]=[CH:12][CH:13]=2)[CH:7]=1)([O:52][CH2:53][CH3:54])=[O:58])[CH3:57], predict the reactants needed to synthesize it. The reactants are: [CH:1]([C:3]1[C:4]([O:14][CH2:15][C:16]2[CH:39]=[CH:38][C:19]([O:20][CH2:21][C:22]3[N:23]=[C:24]([C:28]4[O:32][C:31]([C:33]([O:35][CH2:36][CH3:37])=[O:34])=[CH:30][CH:29]=4)[O:25][C:26]=3[CH3:27])=[C:18]([O:40][CH3:41])[CH:17]=2)=[N:5][N:6]([C:8]2[CH:13]=[CH:12][CH:11]=[CH:10][CH:9]=2)[CH:7]=1)=O.[CH2:42]([P:51](=[O:58])([O:55][CH2:56][CH3:57])[O:52][CH2:53][CH3:54])P(=O)(OCC)OCC.CN(C)C=O.[H-].[Na+].